From a dataset of Full USPTO retrosynthesis dataset with 1.9M reactions from patents (1976-2016). Predict the reactants needed to synthesize the given product. Given the product [Cl:30][C:31]1[CH:36]=[CH:35][CH:34]=[C:33]([F:37])[C:32]=1[CH2:38][N:39]([CH2:28][C:24]1[CH:23]=[C:22]([CH2:21][N:3]([CH2:1][CH3:2])[C@@H:4]2[CH2:8][CH2:7][N:6]([C:9]3[C:14]([C:15]([O:17][CH:18]([CH3:20])[CH3:19])=[O:16])=[CH:13][CH:12]=[CH:11][N:10]=3)[CH2:5]2)[CH:27]=[CH:26][CH:25]=1)[CH2:40][CH3:41], predict the reactants needed to synthesize it. The reactants are: [CH2:1]([N:3]([CH2:21][C:22]1[CH:27]=[CH:26][CH:25]=[C:24]([CH:28]=O)[CH:23]=1)[C@@H:4]1[CH2:8][CH2:7][N:6]([C:9]2[C:14]([C:15]([O:17][CH:18]([CH3:20])[CH3:19])=[O:16])=[CH:13][CH:12]=[CH:11][N:10]=2)[CH2:5]1)[CH3:2].[Cl:30][C:31]1[CH:36]=[CH:35][CH:34]=[C:33]([F:37])[C:32]=1[CH2:38][NH:39][CH2:40][CH3:41].C(O)(=O)C.C(O[BH-](OC(=O)C)OC(=O)C)(=O)C.[Na+].